This data is from Full USPTO retrosynthesis dataset with 1.9M reactions from patents (1976-2016). The task is: Predict the reactants needed to synthesize the given product. (1) Given the product [CH2:1]([N:8]([CH:27]1[CH2:31][CH2:30][N:29]([CH3:35])[CH2:28]1)[C:9](=[O:26])[CH2:10][NH:11][C:12]1[CH:21]=[CH:20][CH:19]=[C:18]2[C:13]=1[CH2:14][CH2:15][N:16]([CH2:22][CH:23]1[CH2:24][CH2:25]1)[CH2:17]2)[C:2]1[CH:3]=[CH:4][CH:5]=[CH:6][CH:7]=1, predict the reactants needed to synthesize it. The reactants are: [CH2:1]([N:8]([CH:27]1[CH2:31][CH2:30][NH:29][CH2:28]1)[C:9](=[O:26])[CH2:10][NH:11][C:12]1[CH:21]=[CH:20][CH:19]=[C:18]2[C:13]=1[CH2:14][CH2:15][N:16]([CH2:22][CH:23]1[CH2:25][CH2:24]1)[CH2:17]2)[C:2]1[CH:7]=[CH:6][CH:5]=[CH:4][CH:3]=1.O.[BH4-].[Na+].[CH3:35]O. (2) Given the product [Cl:1][C:2]1[CH:7]=[CH:6][C:5]([CH2:8][C@@H:9]([CH3:40])[C:10]([N:12]2[CH2:17][CH2:16][N:15]([C:18]3[CH:23]=[CH:22][C:21]([C:24]([F:27])([F:26])[F:25])=[CH:20][C:19]=3[C@@H:28]([NH:32][CH3:39])[CH:29]([CH3:31])[CH3:30])[CH2:14][CH2:13]2)=[O:11])=[C:4]([O:41][CH3:42])[CH:3]=1, predict the reactants needed to synthesize it. The reactants are: [Cl:1][C:2]1[CH:7]=[CH:6][C:5]([CH2:8][C@@H:9]([CH3:40])[C:10]([N:12]2[CH2:17][CH2:16][N:15]([C:18]3[CH:23]=[CH:22][C:21]([C:24]([F:27])([F:26])[F:25])=[CH:20][C:19]=3[C@@H:28]([N:32]([CH3:39])[S@](C(C)(C)C)=O)[CH:29]([CH3:31])[CH3:30])[CH2:14][CH2:13]2)=[O:11])=[C:4]([O:41][CH3:42])[CH:3]=1.Cl. (3) Given the product [CH:17]1([C:16]2[C:11]3[C:10](=[O:24])[NH:9][C:8]([C:5]4[CH:6]=[CH:7][C:2]([NH:1][C:28]([NH2:29])=[O:27])=[CH:3][C:4]=4[O:25][CH3:26])=[N:13][C:12]=3[N:14]([CH3:23])[N:15]=2)[CH2:22][CH2:21][CH2:20][CH2:19][CH2:18]1, predict the reactants needed to synthesize it. The reactants are: [NH2:1][C:2]1[CH:7]=[CH:6][C:5]([C:8]2[NH:9][C:10](=[O:24])[C:11]3[C:16]([CH:17]4[CH2:22][CH2:21][CH2:20][CH2:19][CH2:18]4)=[N:15][N:14]([CH3:23])[C:12]=3[N:13]=2)=[C:4]([O:25][CH3:26])[CH:3]=1.[O-:27][C:28]#[N:29].[K+].